From a dataset of Full USPTO retrosynthesis dataset with 1.9M reactions from patents (1976-2016). Predict the reactants needed to synthesize the given product. (1) Given the product [F:24][C:8]1[C:7]2[O:6][C:5]3[C:14](=[CH:15][C:2]([C:31]4[C:26]([F:25])=[N:27][CH:28]=[CH:29][CH:30]=4)=[CH:3][CH:4]=3)[C@:13]3([N:20]=[C:19]([NH2:21])[CH2:18][O:17][CH2:16]3)[C:12]=2[CH:11]=[C:10]([O:22][CH3:23])[CH:9]=1, predict the reactants needed to synthesize it. The reactants are: Br[C:2]1[CH:15]=[C:14]2[C:5]([O:6][C:7]3[C:8]([F:24])=[CH:9][C:10]([O:22][CH3:23])=[CH:11][C:12]=3[C@:13]32[N:20]=[C:19]([NH2:21])[CH2:18][O:17][CH2:16]3)=[CH:4][CH:3]=1.[F:25][C:26]1[C:31](B(O)O)=[CH:30][CH:29]=[CH:28][N:27]=1.C(=O)([O-])[O-].[K+].[K+]. (2) The reactants are: [CH2:1]([N:3]1[CH2:8][CH2:7][CH2:6][C@H:5]([NH:9]C(=O)C)[CH2:4]1)[CH3:2].[ClH:13]. Given the product [ClH:13].[CH2:1]([N:3]1[CH2:8][CH2:7][CH2:6][C@H:5]([NH2:9])[CH2:4]1)[CH3:2], predict the reactants needed to synthesize it. (3) Given the product [CH3:36][S:37]([OH:40])(=[O:39])=[O:38].[CH:1]1([CH2:5][N:6]([CH:30]2[CH2:31][CH2:32][O:33][CH2:34][CH2:35]2)[C:7]2[C:8]([O:28][CH3:29])=[N:9][N:10]3[C:14]([C:15]4[C:20]([O:21][CH3:22])=[CH:19][C:18]([CH2:23][O:24][CH3:25])=[CH:17][C:16]=4[O:26][CH3:27])=[CH:13][S:12][C:11]=23)[CH2:4][CH2:3][CH2:2]1, predict the reactants needed to synthesize it. The reactants are: [CH:1]1([CH2:5][N:6]([CH:30]2[CH2:35][CH2:34][O:33][CH2:32][CH2:31]2)[C:7]2[C:8]([O:28][CH3:29])=[N:9][N:10]3[C:14]([C:15]4[C:20]([O:21][CH3:22])=[CH:19][C:18]([CH2:23][O:24][CH3:25])=[CH:17][C:16]=4[O:26][CH3:27])=[CH:13][S:12][C:11]=23)[CH2:4][CH2:3][CH2:2]1.[CH3:36][S:37]([OH:40])(=[O:39])=[O:38]. (4) Given the product [CH3:1][N:2]1[CH:6]=[CH:5][C:4]([NH:7][C:8]([C:10]2[C:15]([NH:16][C:17]3[CH:18]=[N:19][CH:20]=[C:21]([C:28]#[N:29])[CH:22]=3)=[CH:14][CH:13]=[C:12]([CH3:23])[N:11]=2)=[O:9])=[N:3]1, predict the reactants needed to synthesize it. The reactants are: [CH3:1][N:2]1[CH:6]=[CH:5][C:4]([NH:7][C:8]([C:10]2[C:15]([NH:16][C:17]3[CH:18]=[N:19][CH:20]=[CH:21][CH:22]=3)=[CH:14][CH:13]=[C:12]([CH3:23])[N:11]=2)=[O:9])=[N:3]1.BrC1C=C(C#N)[CH:28]=[N:29]C=1. (5) Given the product [O:23]1[CH:27]=[CH:26][CH:25]=[C:24]1[C:28](=[O:29])[C:2]#[C:1][C:3]1[CH2:7][C:6]2([CH2:8][CH2:9][C:41]3([O:42][CH2:43][CH2:39][O:38]3)[CH2:11][CH2:12]2)[O:5][N:4]=1, predict the reactants needed to synthesize it. The reactants are: [C:1]([C:3]1[CH2:7][C:6]2([CH2:12][CH2:11]N(C3C([N+]([O-])=O)=CC=C(C)N=3)[CH2:9][CH2:8]2)[O:5][N:4]=1)#[CH:2].[O:23]1[CH:27]=[CH:26][CH:25]=[C:24]1[C:28](Cl)=[O:29].C(N(CC)CC)C.[OH2:38].[CH2:39]1[CH2:43][O:42][CH2:41]C1. (6) The reactants are: [CH2:1]([O:3][C:4](=[O:18])[CH:5]([O:15][CH2:16][CH3:17])[CH2:6][C:7]1[CH:12]=[CH:11][C:10]([OH:13])=[CH:9][C:8]=1[CH3:14])[CH3:2].Cl[CH2:20][C:21]1[N:22]=[C:23]([C:27]2[CH:32]=[C:31]([CH3:33])[CH:30]=[C:29]([CH3:34])[CH:28]=2)[O:24][C:25]=1[CH3:26].CC1C=C(C=C(C)C=1)C=O.O=P(Cl)(Cl)Cl.C(=O)([O-])[O-].[Cs+].[Cs+].[I-].[K+]. Given the product [CH2:1]([O:3][C:4](=[O:18])[CH:5]([O:15][CH2:16][CH3:17])[CH2:6][C:7]1[CH:12]=[CH:11][C:10]([O:13][CH2:20][C:21]2[N:22]=[C:23]([C:27]3[CH:28]=[C:29]([CH3:34])[CH:30]=[C:31]([CH3:33])[CH:32]=3)[O:24][C:25]=2[CH3:26])=[CH:9][C:8]=1[CH3:14])[CH3:2], predict the reactants needed to synthesize it.